Dataset: Peptide-MHC class I binding affinity with 185,985 pairs from IEDB/IMGT. Task: Regression. Given a peptide amino acid sequence and an MHC pseudo amino acid sequence, predict their binding affinity value. This is MHC class I binding data. (1) The peptide sequence is SSRGYSAIW. The MHC is HLA-B27:03 with pseudo-sequence HLA-B27:03. The binding affinity (normalized) is 0.0847. (2) The peptide sequence is VILYFMYRK. The MHC is HLA-B57:01 with pseudo-sequence HLA-B57:01. The binding affinity (normalized) is 0.0847. (3) The peptide sequence is YFLTRVEAQL. The MHC is Patr-A0701 with pseudo-sequence Patr-A0701. The binding affinity (normalized) is 0.112. (4) The peptide sequence is FGDSKEPVPY. The MHC is HLA-A23:01 with pseudo-sequence HLA-A23:01. The binding affinity (normalized) is 0.155. (5) The peptide sequence is SLAIKNYYRK. The MHC is HLA-A33:01 with pseudo-sequence HLA-A33:01. The binding affinity (normalized) is 0.346. (6) The peptide sequence is RPMTYKAAL. The MHC is HLA-A01:01 with pseudo-sequence HLA-A01:01. The binding affinity (normalized) is 0.